From a dataset of TCR-epitope binding with 47,182 pairs between 192 epitopes and 23,139 TCRs. Binary Classification. Given a T-cell receptor sequence (or CDR3 region) and an epitope sequence, predict whether binding occurs between them. (1) The epitope is ELAGIGILTV. The TCR CDR3 sequence is CASSLGSGYGYTF. Result: 1 (the TCR binds to the epitope). (2) The epitope is IQYIDIGNY. The TCR CDR3 sequence is CASSQARLAGTGELFF. Result: 1 (the TCR binds to the epitope). (3) The epitope is YLQPRTFLL. Result: 1 (the TCR binds to the epitope). The TCR CDR3 sequence is CASSPDIVAFF. (4) The epitope is LEPLVDLPI. The TCR CDR3 sequence is CASSLLGTSGALTYNEQFF. Result: 1 (the TCR binds to the epitope). (5) The epitope is EEHVQIHTI. The TCR CDR3 sequence is CASSHSLQGTSEQYF. Result: 0 (the TCR does not bind to the epitope).